Predict the reactants needed to synthesize the given product. From a dataset of Full USPTO retrosynthesis dataset with 1.9M reactions from patents (1976-2016). (1) Given the product [OH:1][C:2]1[N:6]([C:7]2[CH:15]=[CH:14][C:10]([C:11]([NH:52][CH2:51][CH:48]3[CH2:49][CH2:50][O:45][CH2:46][CH2:47]3)=[O:12])=[CH:9][N:8]=2)[N:5]=[CH:4][C:3]=1[C:16]1[CH:21]=[CH:20][N:19]=[C:18]([O:22][CH3:23])[CH:17]=1, predict the reactants needed to synthesize it. The reactants are: [OH:1][C:2]1[N:6]([C:7]2[CH:15]=[CH:14][C:10]([C:11](O)=[O:12])=[CH:9][N:8]=2)[N:5]=[CH:4][C:3]=1[C:16]1[CH:21]=[CH:20][N:19]=[C:18]([O:22][CH3:23])[CH:17]=1.CCN=C=NCCCN(C)C.C1C=CC2N(O)N=NC=2C=1.[O:45]1[CH2:50][CH2:49][CH:48]([CH2:51][NH2:52])[CH2:47][CH2:46]1.CCN(C(C)C)C(C)C. (2) Given the product [Cl:1][C:2]1[CH:3]=[C:4]([NH:8][C:9](=[O:23])[CH2:10][S:11]([C:12]2[NH:13][N:14]=[C:15]([C:17]3[CH:18]=[N:19][CH:20]=[CH:21][CH:22]=3)[N:16]=2)=[O:32])[CH:5]=[CH:6][CH:7]=1, predict the reactants needed to synthesize it. The reactants are: [Cl:1][C:2]1[CH:3]=[C:4]([NH:8][C:9](=[O:23])[CH2:10][S:11][C:12]2[NH:13][N:14]=[C:15]([C:17]3[CH:18]=[N:19][CH:20]=[CH:21][CH:22]=3)[N:16]=2)[CH:5]=[CH:6][CH:7]=1.ClC1C=CC=C(C(OO)=[O:32])C=1.